Dataset: Buchwald-Hartwig C-N cross coupling reaction yields with 55,370 reactions. Task: Predict the reaction yield, written as a fraction of the theoretical maximum amount of product (1.0 means a 100% yield; for example, 0.34 means a 34% yield). (1) The reactants are Ic1cccnc1.Cc1ccc(N)cc1.O=S(=O)(O[Pd]1c2ccccc2-c2ccccc2N~1)C(F)(F)F.CC(C)c1cc(C(C)C)c(-c2ccccc2P(C2CCCCC2)C2CCCCC2)c(C(C)C)c1.CN1CCCN2CCCN=C12.CCOC(=O)c1cc(C)no1. No catalyst specified. The product is Cc1ccc(Nc2cccnc2)cc1. The yield is 0.460. (2) The reactants are FC(F)(F)c1ccc(I)cc1.Cc1ccc(N)cc1.O=S(=O)(O[Pd]1c2ccccc2-c2ccccc2N~1)C(F)(F)F.COc1ccc(OC)c(P([C@]23C[C@H]4C[C@H](C[C@H](C4)C2)C3)[C@]23C[C@H]4C[C@H](C[C@H](C4)C2)C3)c1-c1c(C(C)C)cc(C(C)C)cc1C(C)C.CCN=P(N=P(N(C)C)(N(C)C)N(C)C)(N(C)C)N(C)C.c1ccc(-c2cnoc2)cc1. No catalyst specified. The product is Cc1ccc(Nc2ccc(C(F)(F)F)cc2)cc1. The yield is 0.138. (3) The reactants are Clc1cccnc1.Cc1ccc(N)cc1.O=S(=O)(O[Pd]1c2ccccc2-c2ccccc2N~1)C(F)(F)F.CC(C)c1cc(C(C)C)c(-c2ccccc2P(C2CCCCC2)C2CCCCC2)c(C(C)C)c1.CN1CCCN2CCCN=C12.CCOC(=O)c1cc(C)no1. No catalyst specified. The product is Cc1ccc(Nc2cccnc2)cc1. The yield is 0.0248. (4) The reactants are Clc1ccccn1.Cc1ccc(N)cc1.O=S(=O)(O[Pd]1c2ccccc2-c2ccccc2N~1)C(F)(F)F.CC(C)c1cc(C(C)C)c(-c2ccccc2P(C2CCCCC2)C2CCCCC2)c(C(C)C)c1.CN1CCCN2CCCN=C12.CCOC(=O)c1cc(C)on1. No catalyst specified. The product is Cc1ccc(Nc2ccccn2)cc1. The yield is 0.381. (5) The reactants are CCc1ccc(Cl)cc1.Cc1ccc(N)cc1.O=S(=O)(O[Pd]1c2ccccc2-c2ccccc2N~1)C(F)(F)F.COc1ccc(OC)c(P([C@]23C[C@H]4C[C@H](C[C@H](C4)C2)C3)[C@]23C[C@H]4C[C@H](C[C@H](C4)C2)C3)c1-c1c(C(C)C)cc(C(C)C)cc1C(C)C.CCN=P(N=P(N(C)C)(N(C)C)N(C)C)(N(C)C)N(C)C.c1ccc(-c2ccno2)cc1. No catalyst specified. The product is CCc1ccc(Nc2ccc(C)cc2)cc1. The yield is 0.0360. (6) The reactants are Clc1ccccn1.Cc1ccc(N)cc1.O=S(=O)(O[Pd]1c2ccccc2-c2ccccc2N~1)C(F)(F)F.CC(C)c1cc(C(C)C)c(-c2ccccc2P(C(C)(C)C)C(C)(C)C)c(C(C)C)c1.CN1CCCN2CCCN=C12.COC(=O)c1ccno1. No catalyst specified. The product is Cc1ccc(Nc2ccccn2)cc1. The yield is 0.634. (7) The reactants are CCc1ccc(I)cc1.Cc1ccc(N)cc1.O=S(=O)(O[Pd]1c2ccccc2-c2ccccc2N~1)C(F)(F)F.CC(C)c1cc(C(C)C)c(-c2ccccc2P(C(C)(C)C)C(C)(C)C)c(C(C)C)c1.CCN=P(N=P(N(C)C)(N(C)C)N(C)C)(N(C)C)N(C)C.CCOC(=O)c1cc(C)no1. No catalyst specified. The product is CCc1ccc(Nc2ccc(C)cc2)cc1. The yield is 0.664. (8) The reactants are Ic1cccnc1.Cc1ccc(N)cc1.O=S(=O)(O[Pd]1c2ccccc2-c2ccccc2N~1)C(F)(F)F.COc1ccc(OC)c(P(C(C)(C)C)C(C)(C)C)c1-c1c(C(C)C)cc(C(C)C)cc1C(C)C.CCN=P(N=P(N(C)C)(N(C)C)N(C)C)(N(C)C)N(C)C.COC(=O)c1ccno1. No catalyst specified. The product is Cc1ccc(Nc2cccnc2)cc1. The yield is 0.132. (9) The reactants are COc1ccc(I)cc1.Cc1ccc(N)cc1.O=S(=O)(O[Pd]1c2ccccc2-c2ccccc2N~1)C(F)(F)F.COc1ccc(OC)c(P(C(C)(C)C)C(C)(C)C)c1-c1c(C(C)C)cc(C(C)C)cc1C(C)C.CCN=P(N=P(N(C)C)(N(C)C)N(C)C)(N(C)C)N(C)C.CCOC(=O)c1cnoc1C. No catalyst specified. The product is COc1ccc(Nc2ccc(C)cc2)cc1. The yield is 0.195. (10) The reactants are Clc1cccnc1.Cc1ccc(N)cc1.O=S(=O)(O[Pd]1c2ccccc2-c2ccccc2N~1)C(F)(F)F.COc1ccc(OC)c(P(C(C)(C)C)C(C)(C)C)c1-c1c(C(C)C)cc(C(C)C)cc1C(C)C.CN(C)C(=NC(C)(C)C)N(C)C.c1ccc2nocc2c1. No catalyst specified. The product is Cc1ccc(Nc2cccnc2)cc1. The yield is 0.